From a dataset of Reaction yield outcomes from USPTO patents with 853,638 reactions. Predict the reaction yield, written as a fraction of the theoretical maximum amount of product (1.0 means a 100% yield; for example, 0.34 means a 34% yield). (1) The reactants are [Cl:1][C:2]1[N:6]([CH3:7])[CH:5]=[N:4][C:3]=1[CH:8]=[O:9].[BH4-].[Na+].O. The catalyst is CO. The product is [Cl:1][C:2]1[N:6]([CH3:7])[CH:5]=[N:4][C:3]=1[CH2:8][OH:9]. The yield is 0.820. (2) The reactants are Cl[C:2]1[N:7]=[C:6]([C:8]2[S:12][C:11]([N:13]3[CH2:18][CH2:17][S:16](=[O:20])(=[O:19])[CH2:15][CH2:14]3)=[N:10][C:9]=2[C:21]2[C:22]([F:39])=[C:23]([NH:27][S:28]([C:31]3[C:36]([F:37])=[CH:35][CH:34]=[CH:33][C:32]=3[F:38])(=[O:30])=[O:29])[CH:24]=[CH:25][CH:26]=2)[CH:5]=[CH:4][N:3]=1.[NH3:40]. No catalyst specified. The product is [NH2:40][C:2]1[N:7]=[C:6]([C:8]2[S:12][C:11]([N:13]3[CH2:18][CH2:17][S:16](=[O:20])(=[O:19])[CH2:15][CH2:14]3)=[N:10][C:9]=2[C:21]2[C:22]([F:39])=[C:23]([NH:27][S:28]([C:31]3[C:36]([F:37])=[CH:35][CH:34]=[CH:33][C:32]=3[F:38])(=[O:30])=[O:29])[CH:24]=[CH:25][CH:26]=2)[CH:5]=[CH:4][N:3]=1. The yield is 0.380. (3) The reactants are [C:1]1([CH3:20])[CH:6]=[C:5]([CH3:7])[CH:4]=[C:3]([CH3:8])[C:2]=1[NH:9][C:10]1[S:11][C:12]2[C:18]([NH2:19])=[CH:17][CH:16]=[CH:15][C:13]=2[N:14]=1.[CH:21](=O)[CH2:22][CH3:23].C(O[BH-](O[C:35](=O)[CH3:36])OC(=O)C)(=O)C.[Na+].Cl[CH:40](Cl)C. The catalyst is C(O)(=O)C. The product is [C:1]1([CH3:20])[CH:6]=[C:5]([CH3:7])[CH:4]=[C:3]([CH3:8])[C:2]=1[NH:9][C:10]1[S:11][C:12]2[C:18]([N:19]([CH2:40][CH2:35][CH3:36])[CH2:21][CH2:22][CH3:23])=[CH:17][CH:16]=[CH:15][C:13]=2[N:14]=1. The yield is 0.100.